The task is: Predict the reaction yield, written as a fraction of the theoretical maximum amount of product (1.0 means a 100% yield; for example, 0.34 means a 34% yield).. This data is from Reaction yield outcomes from USPTO patents with 853,638 reactions. (1) The reactants are Cl.Cl[C:3]1[NH:4][C:5]([C:13]2[CH:18]=[CH:17][CH:16]=[CH:15][N:14]=2)=[CH:6][C:7]=1[C:8]([O:10][CH2:11][CH3:12])=[O:9]. The catalyst is C(O)C.[C].[Pd]. The product is [N:14]1[CH:15]=[CH:16][CH:17]=[CH:18][C:13]=1[C:5]1[NH:4][CH:3]=[C:7]([C:8]([O:10][CH2:11][CH3:12])=[O:9])[CH:6]=1. The yield is 0.840. (2) The reactants are [CH2:1]([O:3][CH:4](OCC)[C:5]([O:7][CH2:8][CH3:9])=[O:6])[CH3:2].C([Cl:16])(=O)C.II. No catalyst specified. The product is [Cl:16][CH2:2][CH2:1][O:3][CH2:4][C:5]([O:7][CH2:8][CH3:9])=[O:6]. The yield is 0.600. (3) The reactants are [CH3:1][C:2]1[CH:7]=[C:6]([N+:8]([O-:10])=[O:9])[CH:5]=[CH:4][C:3]=1[C:11]1[CH:12]=[N:13][CH:14]=[CH:15][C:16]=1N.[F:18][B-](F)(F)F.[H+].N([O-])=O.[Na+].[OH-].[Na+]. No catalyst specified. The product is [F:18][C:16]1[CH:15]=[CH:14][N:13]=[CH:12][C:11]=1[C:3]1[CH:4]=[CH:5][C:6]([N+:8]([O-:10])=[O:9])=[CH:7][C:2]=1[CH3:1]. The yield is 0.174. (4) The reactants are [F:1][C:2]1[CH:7]=[CH:6][CH:5]=[C:4]([F:8])[C:3]=1[C:9]1[CH:10]=[CH:11][C:12]2[N:13]([C:15]([NH:18][C:19]3[CH:20]=[N:21][CH:22]=[CH:23][C:24]=3[N:25]3[CH2:30][C@@H:29]([CH3:31])[CH2:28][C@@H:27]([NH:32]C(=O)OC(C)(C)C)[CH2:26]3)=[N:16][CH:17]=2)[N:14]=1.C(O)(C(F)(F)F)=O. The catalyst is C(Cl)Cl. The product is [NH2:32][C@H:27]1[CH2:28][C@@H:29]([CH3:31])[CH2:30][N:25]([C:24]2[CH:23]=[CH:22][N:21]=[CH:20][C:19]=2[NH:18][C:15]2[N:13]3[N:14]=[C:9]([C:3]4[C:4]([F:8])=[CH:5][CH:6]=[CH:7][C:2]=4[F:1])[CH:10]=[CH:11][C:12]3=[CH:17][N:16]=2)[CH2:26]1. The yield is 0.880. (5) The reactants are [CH:1]([N:4]1[C:8]([C:9]2[S:10][C:11]3[CH2:12][CH2:13][O:14][C:15]4[CH:22]=[C:21](Br)[CH:20]=[CH:19][C:16]=4[C:17]=3[N:18]=2)=[N:7][CH:6]=[N:5]1)([CH3:3])[CH3:2].[F:24][C:25]1[CH:30]=[C:29](B(O)O)[CH:28]=[CH:27][N:26]=1. No catalyst specified. The product is [CH:1]([N:4]1[C:8]([C:9]2[S:10][C:11]3[CH2:12][CH2:13][O:14][C:15]4[CH:22]=[C:21]([C:29]5[CH:28]=[CH:27][N:26]=[C:25]([F:24])[CH:30]=5)[CH:20]=[CH:19][C:16]=4[C:17]=3[N:18]=2)=[N:7][CH:6]=[N:5]1)([CH3:3])[CH3:2]. The yield is 0.300.